Dataset: Reaction yield outcomes from USPTO patents with 853,638 reactions. Task: Predict the reaction yield, written as a fraction of the theoretical maximum amount of product (1.0 means a 100% yield; for example, 0.34 means a 34% yield). (1) The reactants are CO.CCN(CC)CC.[NH2:10][C:11]1[C:16]([N+:17]([O-])=O)=[CH:15][C:14]([C:20]2[CH:21]=[N:22][C:23]([C:26]([OH:29])([CH3:28])[CH3:27])=[N:24][CH:25]=2)=[C:13]([F:30])[C:12]=1[CH:31]1[CH2:35][CH2:34][CH2:33][O:32]1. The catalyst is [Pd].C1COCC1. The product is [NH2:10][C:11]1[C:16]([NH2:17])=[CH:15][C:14]([C:20]2[CH:21]=[N:22][C:23]([C:26]([OH:29])([CH3:27])[CH3:28])=[N:24][CH:25]=2)=[C:13]([F:30])[C:12]=1[CH:31]1[CH2:35][CH2:34][CH2:33][O:32]1. The yield is 0.990. (2) The reactants are Br[CH2:2][C:3]1[CH:4]=[C:5]([C:12]2([C:23]3[CH:28]=[CH:27][CH:26]=[C:25]([C:29]4[CH:30]=[N:31][CH:32]=[N:33][CH:34]=4)[CH:24]=3)[C:20]3[C:15](=[C:16]([F:21])[CH:17]=[CH:18][CH:19]=3)[C:14]([NH2:22])=[N:13]2)[CH:6]=[C:7]([CH3:11])[C:8]=1[O:9][CH3:10].[C-:35]#[N:36].[K+]. The catalyst is CC#N. The product is [NH2:22][C:14]1[C:15]2[C:20](=[CH:19][CH:18]=[CH:17][C:16]=2[F:21])[C:12]([C:5]2[CH:6]=[C:7]([CH3:11])[C:8]([O:9][CH3:10])=[C:3]([CH2:2][C:35]#[N:36])[CH:4]=2)([C:23]2[CH:28]=[CH:27][CH:26]=[C:25]([C:29]3[CH:30]=[N:31][CH:32]=[N:33][CH:34]=3)[CH:24]=2)[N:13]=1. The yield is 0.120. (3) The reactants are OC1C2C(=C(N)C=CC=2)N=C(C(O)=O)C=1.C[O:17][C:18]([C:20]1[CH:29]=[C:28]([OH:30])[C:27]2[C:22](=[C:23]([N+:39]([O-])=O)[CH:24]=[C:25]([O:31]CC3C=CC=CC=3)[CH:26]=2)[N:21]=1)=[O:19]. No catalyst specified. The product is [OH:31][C:25]1[CH:26]=[C:27]2[C:22](=[C:23]([NH2:39])[CH:24]=1)[N:21]=[C:20]([C:18]([OH:19])=[O:17])[CH:29]=[C:28]2[OH:30]. The yield is 0.690. (4) No catalyst specified. The yield is 0.730. The reactants are [CH3:1][NH:2][C:3](=[O:21])[CH2:4][CH:5]([C:15]1[CH:20]=[CH:19][CH:18]=[CH:17][CH:16]=1)[C:6]1[C:14]2[C:9](=[N:10][CH:11]=[CH:12][CH:13]=2)[NH:8][CH:7]=1.[Cl:22]C1C=CN=C2NC=C(C(C3C=CC=CC=3)C3C(=O)OC(C)(C)OC3=O)C=12. The product is [Cl:22][C:13]1[CH:12]=[CH:11][N:10]=[C:9]2[NH:8][CH:7]=[C:6]([CH:5]([C:15]3[CH:20]=[CH:19][CH:18]=[CH:17][CH:16]=3)[CH2:4][C:3]([NH:2][CH3:1])=[O:21])[C:14]=12.